Predict the reactants needed to synthesize the given product. From a dataset of Full USPTO retrosynthesis dataset with 1.9M reactions from patents (1976-2016). (1) Given the product [CH3:38][NH:37][CH2:36][CH2:35][NH:34][C:33](=[O:49])[C@@H:8]([NH2:7])[CH2:9][CH2:10][CH2:11][NH:12]/[C:13](/[NH2:32])=[N:14]/[S:15]([C:18]1[C:19]([CH3:31])=[C:20]([CH3:30])[C:21]2[O:25][C:24]([CH3:27])([CH3:26])[CH2:23][C:22]=2[C:28]=1[CH3:29])(=[O:17])=[O:16], predict the reactants needed to synthesize it. The reactants are: C(OC(=O)[NH:7][C@H:8]([C:33](=[O:49])[NH:34][CH2:35][CH2:36][N:37](C(OCC1C=CC=CC=1)=O)[CH3:38])[CH2:9][CH2:10][CH2:11][NH:12]/[C:13](/[NH2:32])=[N:14]/[S:15]([C:18]1[C:19]([CH3:31])=[C:20]([CH3:30])[C:21]2[O:25][C:24]([CH3:27])([CH3:26])[CH2:23][C:22]=2[C:28]=1[CH3:29])(=[O:17])=[O:16])(C)(C)C.CC(O)=O. (2) Given the product [NH2:26][CH:27]([C:31]1[CH:36]=[CH:35][CH:34]=[CH:33][CH:32]=1)[C:28]([N:10]([CH2:9][CH2:8][C:5]1[CH:4]=[CH:3][C:2]([Cl:1])=[CH:7][CH:6]=1)[C:11]1[CH:16]=[CH:15][C:14]([F:17])=[C:13]([CH3:18])[CH:12]=1)=[O:29], predict the reactants needed to synthesize it. The reactants are: [Cl:1][C:2]1[CH:7]=[CH:6][C:5]([CH2:8][CH2:9][NH:10][C:11]2[CH:16]=[CH:15][C:14]([F:17])=[C:13]([CH3:18])[CH:12]=2)=[CH:4][CH:3]=1.C(OC([NH:26][CH:27]([C:31]1[CH:36]=[CH:35][CH:34]=[CH:33][CH:32]=1)[C:28](O)=[O:29])=O)(C)(C)C. (3) Given the product [Cl:1][C:2]1[CH:3]=[CH:4][C:5]([S:8]([N:11]([CH:17]([CH2:22][CH3:23])[C:18]([OH:20])=[O:19])[CH:12]([CH2:15][CH3:16])[C:13]#[CH:14])(=[O:9])=[O:10])=[CH:6][CH:7]=1, predict the reactants needed to synthesize it. The reactants are: [Cl:1][C:2]1[CH:7]=[CH:6][C:5]([S:8]([N:11]([CH:17]([CH2:22][CH3:23])[C:18]([O:20]C)=[O:19])[CH:12]([CH2:15][CH3:16])[C:13]#[CH:14])(=[O:10])=[O:9])=[CH:4][CH:3]=1.O.[OH-].[Li+].O. (4) Given the product [C:2]1([CH:8]2[CH2:9][CH2:10][N:11]([CH2:15][CH2:16][CH2:17][CH2:18][CH2:19][CH2:20][N:21]3[C:22](=[O:31])[C:23]4[C:24](=[CH:27][CH:28]=[CH:29][CH:30]=4)[C:25]3=[O:26])[CH2:12][CH2:13]2)[CH:7]=[CH:6][CH:5]=[CH:4][CH:3]=1, predict the reactants needed to synthesize it. The reactants are: Cl.[C:2]1([CH:8]2[CH2:13][CH2:12][NH:11][CH2:10][CH2:9]2)[CH:7]=[CH:6][CH:5]=[CH:4][CH:3]=1.Br[CH2:15][CH2:16][CH2:17][CH2:18][CH2:19][CH2:20][N:21]1[C:25](=[O:26])[C:24]2=[CH:27][CH:28]=[CH:29][CH:30]=[C:23]2[C:22]1=[O:31].C(N(CC)C(C)C)(C)C.